This data is from Reaction yield outcomes from USPTO patents with 853,638 reactions. The task is: Predict the reaction yield, written as a fraction of the theoretical maximum amount of product (1.0 means a 100% yield; for example, 0.34 means a 34% yield). (1) The reactants are [CH3:1][Al](C)C.[CH2:5]1[O:7][C@@H:6]1[C:8]1[CH:13]=[CH:12][CH:11]=[CH:10][CH:9]=1. The catalyst is C1(C)C=CC=CC=1. The product is [C:8]1([C@@H:6]([CH3:1])[CH2:5][OH:7])[CH:13]=[CH:12][CH:11]=[CH:10][CH:9]=1. The yield is 0.926. (2) The reactants are C(OC([N:8]1[CH2:12][CH2:11][CH2:10][CH:9]1[C:13](=[O:51])[NH:14][CH:15]([CH2:43][C:44]1[CH:49]=[CH:48][C:47]([F:50])=[CH:46][CH:45]=1)[C:16]([N:18]1C[CH2:22][N:21]([CH:24]([C:36](=[O:39])[NH:37][CH3:38])[CH2:25][C:26]2[CH:35]=[CH:34][C:33]3[C:28](=[CH:29][CH:30]=[CH:31][CH:32]=3)[CH:27]=2)[CH2:20][CH:19]1COC)=[O:17])=O)(C)(C)C.ClCCCl.FC(F)(F)C([O-])=O.O1[CH2:68][CH2:67][O:66][CH2:65]C1. The catalyst is Cl. The product is [F:50][C:47]1[CH:48]=[CH:49][C:44]([CH2:43][CH:15]([NH:14][C:13]([CH:9]2[CH2:10][CH2:11][CH2:12][NH:8]2)=[O:51])[C:16]([N:18]2[CH2:19][CH2:20][N:21]([CH:24]([C:36](=[O:39])[NH:37][CH3:38])[CH2:25][C:26]3[CH:35]=[CH:34][C:33]4[C:28](=[CH:29][CH:30]=[CH:31][CH:32]=4)[CH:27]=3)[CH2:22][C:67]2([CH3:68])[O:66][CH3:65])=[O:17])=[CH:45][CH:46]=1. The yield is 0.540.